This data is from Forward reaction prediction with 1.9M reactions from USPTO patents (1976-2016). The task is: Predict the product of the given reaction. The product is: [CH2:27]([O:26][C@H:23]1[CH2:22][CH2:21][C@H:20]([N:10]([C:11]([C@H:13]2[CH2:18][CH2:17][C@H:16]([CH3:19])[CH2:15][CH2:14]2)=[O:12])[C:9]2[CH:8]=[C:7]([C:30]#[C:31][C:32]([CH3:35])([CH3:34])[CH3:33])[S:6][C:5]=2[C:3]([OH:4])=[O:2])[CH2:25][CH2:24]1)[CH:28]=[CH2:29]. Given the reactants C[O:2][C:3]([C:5]1[S:6][C:7]([C:30]#[C:31][C:32]([CH3:35])([CH3:34])[CH3:33])=[CH:8][C:9]=1[N:10]([C@H:20]1[CH2:25][CH2:24][C@H:23]([O:26][CH2:27][CH:28]=[CH2:29])[CH2:22][CH2:21]1)[C:11]([C@H:13]1[CH2:18][CH2:17][C@H:16]([CH3:19])[CH2:15][CH2:14]1)=[O:12])=[O:4].C1COCC1.O.O.[OH-].[Li+], predict the reaction product.